Dataset: Forward reaction prediction with 1.9M reactions from USPTO patents (1976-2016). Task: Predict the product of the given reaction. (1) Given the reactants [C:1]([OH:18])(=[O:17])[C:2]1[C:3](=[CH:7][C:8](=[C:12]([CH:16]=1)[C:13]([OH:15])=[O:14])[C:9]([OH:11])=[O:10])[C:4]([OH:6])=[O:5].S(=O)(=O)(O)O.[CH2:24](O)[CH2:25][CH2:26][CH3:27], predict the reaction product. The product is: [C:9]([O:11][CH2:4][CH2:3][CH2:7][CH3:8])(=[O:10])[C:8]1[C:12](=[CH:16][C:2](=[C:3]([CH:7]=1)[C:4]([O:6][CH2:1][CH2:2][CH2:16][CH3:12])=[O:5])[C:1]([O:18][CH2:24][CH2:25][CH2:26][CH3:27])=[O:17])[C:13]([O:15][CH2:24][CH2:25][CH2:26][CH3:27])=[O:14]. (2) Given the reactants [C:1]([C:5]1[CH:10]=[CH:9][C:8]([C:11]2[C:19]3[C:14](=[CH:15][CH:16]=[CH:17][CH:18]=3)[N:13]([CH2:20][C:21]3[CH:22]=[C:23]([C:28]4[CH:33]=[CH:32][C:31]([C:34]([O:36]C)=[O:35])=[CH:30][CH:29]=4)[CH:24]=[CH:25][C:26]=3[CH3:27])[C:12]=2[C:38]([O:40]CC)=[O:39])=[CH:7][CH:6]=1)([CH3:4])([CH3:3])[CH3:2].[OH-].[Na+].Cl, predict the reaction product. The product is: [C:34]([C:31]1[CH:30]=[CH:29][C:28]([C:23]2[CH:24]=[CH:25][C:26]([CH3:27])=[C:21]([CH2:20][N:13]3[C:14]4[C:19](=[CH:18][CH:17]=[CH:16][CH:15]=4)[C:11]([C:8]4[CH:7]=[CH:6][C:5]([C:1]([CH3:2])([CH3:3])[CH3:4])=[CH:10][CH:9]=4)=[C:12]3[C:38]([OH:40])=[O:39])[CH:22]=2)=[CH:33][CH:32]=1)([OH:36])=[O:35]. (3) Given the reactants C1(C)C=CC(S([Cl:10])(=O)=O)=CC=1.[CH3:12][C:13]1[CH:22]=[CH:21][C:16]([C:17]([O:19][CH3:20])=[O:18])=[CH:15][N+:14]=1[O-], predict the reaction product. The product is: [Cl:10][CH2:12][C:13]1[CH:22]=[CH:21][C:16]([C:17]([O:19][CH3:20])=[O:18])=[CH:15][N:14]=1. (4) Given the reactants C(/[C:7]1[C:16]2[O:15][CH2:14][CH2:13][C:12](=[O:17])[C:11]=2[CH:10]=[CH:9][C:8]=1S)=C\C=C\C=C.C1N2CN3CN(C2)CN1C3, predict the reaction product. The product is: [O:15]1[C:16]2[C:11](=[CH:10][CH:9]=[CH:8][CH:7]=2)[C:12](=[O:17])[CH2:13][CH2:14]1. (5) Given the reactants [CH3:1][O:2][C:3]1[CH:8]=[CH:7][CH:6]=[C:5]([C:9]([F:12])([F:11])[F:10])[C:4]=1[CH3:13].C(Cl)(Cl)(Cl)Cl.[Br:19]Br, predict the reaction product. The product is: [Br:19][C:6]1[CH:7]=[CH:8][C:3]([O:2][CH3:1])=[C:4]([CH3:13])[C:5]=1[C:9]([F:10])([F:11])[F:12].